Task: Predict the reactants needed to synthesize the given product.. Dataset: Full USPTO retrosynthesis dataset with 1.9M reactions from patents (1976-2016) (1) Given the product [C:1]([NH:9][C:10](=[CH:15][NH:16][C:18]1[CH:23]=[CH:24][CH:25]=[CH:20][N:19]=1)[C:11]([O:13][CH3:14])=[O:12])(=[O:8])[C:2]1[CH:3]=[CH:4][CH:5]=[CH:6][CH:7]=1, predict the reactants needed to synthesize it. The reactants are: [C:1]([NH:9][C:10](=[CH:15][N:16]([CH3:18])C)[C:11]([O:13][CH3:14])=[O:12])(=[O:8])[C:2]1[CH:7]=[CH:6][CH:5]=[CH:4][CH:3]=1.[NH2:19][C:20]1[CH:25]=[CH:24][CH:23]=CN=1.Cl. (2) Given the product [CH2:1]([O:8][C:9]([N:11]1[CH2:15][CH:14]2[CH:28]([OH:24])[CH:29]([OH:30])[CH2:31][CH:13]2[CH2:12]1)=[O:10])[C:2]1[CH:7]=[CH:6][CH:5]=[CH:4][CH:3]=1, predict the reactants needed to synthesize it. The reactants are: [CH2:1]([O:8][C:9]([N:11]1[CH2:15][CH:14]2CC=C[CH:13]2[CH2:12]1)=[O:10])[C:2]1[CH:7]=[CH:6][CH:5]=[CH:4][CH:3]=1.O.C[N+]1([O-])CC[O:24]CC1.[CH3:28][C:29]([CH3:31])=[O:30]. (3) Given the product [Cl:15][C:13]1[CH:12]=[CH:11][C:3]([O:4][CH:5]([CH3:10])[C:6]([OH:8])=[O:7])=[C:2]([C:17]#[C:16][C:18]2[CH:23]=[C:22]([S:24]([CH2:27][CH2:28][CH3:29])(=[O:26])=[O:25])[CH:21]=[CH:20][C:19]=2[F:30])[CH:14]=1, predict the reactants needed to synthesize it. The reactants are: Br[C:2]1[CH:14]=[C:13]([Cl:15])[CH:12]=[CH:11][C:3]=1[O:4][CH:5]([CH3:10])[C:6]([O:8]C)=[O:7].[C:16]([C:18]1[CH:23]=[C:22]([S:24]([CH2:27][CH2:28][CH3:29])(=[O:26])=[O:25])[CH:21]=[CH:20][C:19]=1[F:30])#[CH:17].C1(P(C2C=CC=CC=2)C2C=CC=CC=2)C=CC=CC=1.Cl. (4) Given the product [Cl:3][C:4]1[C:18]([N:19]2[CH2:20][CH2:21][N:22]([CH2:28][C:27]([O:26][CH3:30])=[O:25])[CH2:23][CH2:24]2)=[CH:17][C:7]2[N:8]=[C:9]([S:11][CH:12]([CH2:13][CH3:14])[CH2:15][CH3:16])[NH:10][C:6]=2[CH:5]=1, predict the reactants needed to synthesize it. The reactants are: Cl.Cl.[Cl:3][C:4]1[C:18]([N:19]2[CH2:24][CH2:23][NH:22][CH2:21][CH2:20]2)=[CH:17][C:7]2[N:8]=[C:9]([S:11][CH:12]([CH2:15][CH3:16])[CH2:13][CH3:14])[NH:10][C:6]=2[CH:5]=1.[OH2:25].[O:26]1[CH2:30]C[CH2:28][CH2:27]1.